Dataset: Forward reaction prediction with 1.9M reactions from USPTO patents (1976-2016). Task: Predict the product of the given reaction. Given the reactants [Br:1][C:2]1[C:9]([N+:10]([O-:12])=[O:11])=[CH:8][CH:7]=[CH:6][C:3]=1[CH:4]=O.[NH2:13][C:14]1[CH:18]=[CH:17][NH:16][N:15]=1.O=[C:20]([CH2:27][CH2:28][CH3:29])[CH2:21][C:22]([O:24][CH2:25][CH3:26])=[O:23], predict the reaction product. The product is: [Br:1][C:2]1[C:9]([N+:10]([O-:12])=[O:11])=[CH:8][CH:7]=[CH:6][C:3]=1[CH:4]1[C:21]([C:22]([O:24][CH2:25][CH3:26])=[O:23])=[C:20]([CH2:27][CH2:28][CH3:29])[NH:13][C:14]2=[N:15][NH:16][CH:17]=[C:18]12.